This data is from Forward reaction prediction with 1.9M reactions from USPTO patents (1976-2016). The task is: Predict the product of the given reaction. (1) Given the reactants [C:1]([C:5]1[CH:9]=[C:8]([NH:10][C:11]([NH:13][C:14]2[C:23]3[C:18](=[CH:19][CH:20]=[CH:21][CH:22]=3)[C:17]([O:24][C:25]3[CH:30]=[CH:29][N:28]=[C:27](Cl)[N:26]=3)=[CH:16][CH:15]=2)=[O:12])[N:7]([C:32]2[CH:37]=[CH:36][C:35]([CH3:38])=[CH:34][CH:33]=2)[N:6]=1)([CH3:4])([CH3:3])[CH3:2].[F:39][C:40]1[CH:41]=[C:42]([CH:44]=[C:45]([O:47][CH2:48][CH2:49][O:50][CH2:51][CH2:52][O:53][CH2:54][CH2:55][O:56][CH3:57])[CH:46]=1)[NH2:43].C([O-])(O)=O.[Na+], predict the reaction product. The product is: [C:1]([C:5]1[CH:9]=[C:8]([NH:10][C:11]([NH:13][C:14]2[C:23]3[C:18](=[CH:19][CH:20]=[CH:21][CH:22]=3)[C:17]([O:24][C:25]3[CH:30]=[CH:29][N:28]=[C:27]([NH:43][C:42]4[CH:44]=[C:45]([O:47][CH2:48][CH2:49][O:50][CH2:51][CH2:52][O:53][CH2:54][CH2:55][O:56][CH3:57])[CH:46]=[C:40]([F:39])[CH:41]=4)[N:26]=3)=[CH:16][CH:15]=2)=[O:12])[N:7]([C:32]2[CH:37]=[CH:36][C:35]([CH3:38])=[CH:34][CH:33]=2)[N:6]=1)([CH3:4])([CH3:3])[CH3:2]. (2) Given the reactants [CH2:1]([N:8]1[C:13](=O)[CH2:12][O:11][C@@H:10]2[CH2:15][O:16][CH2:17][C@@H:9]12)[C:2]1[CH:7]=[CH:6][CH:5]=[CH:4][CH:3]=1, predict the reaction product. The product is: [CH2:1]([N:8]1[CH2:13][CH2:12][O:11][C@@H:10]2[CH2:15][O:16][CH2:17][C@@H:9]12)[C:2]1[CH:7]=[CH:6][CH:5]=[CH:4][CH:3]=1.